Dataset: Full USPTO retrosynthesis dataset with 1.9M reactions from patents (1976-2016). Task: Predict the reactants needed to synthesize the given product. (1) Given the product [CH2:1]([O:8][C:9]([N:11]1[CH2:15][CH2:14][CH2:13][CH:12]1[C:16](=[O:28])[CH2:17][C:18](=[O:20])[CH3:19])=[O:10])[C:2]1[CH:7]=[CH:6][CH:5]=[CH:4][CH:3]=1, predict the reactants needed to synthesize it. The reactants are: [CH2:1]([O:8][C:9]([N:11]1[CH2:15][CH2:14][CH2:13][CH:12]1[C:16](=[O:28])[CH:17](C(OC(C)(C)C)=O)[C:18](=[O:20])[CH3:19])=[O:10])[C:2]1[CH:7]=[CH:6][CH:5]=[CH:4][CH:3]=1.C1(C)C=CC=CC=1.O.C1(C)C=CC(S(O)(=O)=O)=CC=1. (2) The reactants are: [Cl:1][C:2]1[CH:28]=[CH:27][C:5]([O:6][C:7]2[CH:12]=[CH:11][C:10]([C:13]3[C:17]4[CH:18]=[C:19]([O:22]C)[CH:20]=[CH:21][C:16]=4[O:15][N:14]=3)=[C:9]([CH2:24][CH2:25][CH3:26])[CH:8]=2)=[CH:4][CH:3]=1.B(Br)(Br)Br.CCCCCCC.C(=O)(O)[O-].[Na+]. Given the product [Cl:1][C:2]1[CH:28]=[CH:27][C:5]([O:6][C:7]2[CH:12]=[CH:11][C:10]([C:13]3[C:17]4[CH:18]=[C:19]([OH:22])[CH:20]=[CH:21][C:16]=4[O:15][N:14]=3)=[C:9]([CH2:24][CH2:25][CH3:26])[CH:8]=2)=[CH:4][CH:3]=1, predict the reactants needed to synthesize it.